Dataset: CYP2C19 inhibition data for predicting drug metabolism from PubChem BioAssay. Task: Regression/Classification. Given a drug SMILES string, predict its absorption, distribution, metabolism, or excretion properties. Task type varies by dataset: regression for continuous measurements (e.g., permeability, clearance, half-life) or binary classification for categorical outcomes (e.g., BBB penetration, CYP inhibition). Dataset: cyp2c19_veith. The drug is CCN1C(=O)[C@H]2CC[C@H]3/C(=N\O[C@@H](C)c4cn([C@H]5COC[C@H]5O)nn4)C[C@@H](O)[C@@H](O)[C@@H]3[C@@H]2C1=O. The result is 0 (non-inhibitor).